This data is from Catalyst prediction with 721,799 reactions and 888 catalyst types from USPTO. The task is: Predict which catalyst facilitates the given reaction. (1) Reactant: COC1C=CC(C[N:8]2[C:12]([CH2:13][CH2:14][CH2:15][C:16]([NH:18][CH:19]3[CH2:24][CH2:23][N:22]([C:25]([O:27][CH2:28][C:29]4[CH:34]=[C:33]([Cl:35])[CH:32]=[C:31]([Cl:36])[CH:30]=4)=[O:26])[CH2:21][CH2:20]3)=[O:17])=[N:11][N:10]=[N:9]2)=CC=1.Cl. Product: [NH:11]1[C:12]([CH2:13][CH2:14][CH2:15][C:16]([NH:18][CH:19]2[CH2:24][CH2:23][N:22]([C:25]([O:27][CH2:28][C:29]3[CH:30]=[C:31]([Cl:36])[CH:32]=[C:33]([Cl:35])[CH:34]=3)=[O:26])[CH2:21][CH2:20]2)=[O:17])=[N:8][N:9]=[N:10]1. The catalyst class is: 47. (2) Reactant: [OH:1][CH:2]([C:22]1[CH:27]=[CH:26][C:25]([C:28]([F:31])([F:30])[F:29])=[CH:24][CH:23]=1)[C:3]1[CH:4]=[N:5][CH:6]=[CH:7][C:8]=1[CH2:9][CH2:10][N:11]1[C:19](=[O:20])[C:18]2[C:13](=[CH:14][CH:15]=[CH:16][CH:17]=2)[C:12]1=[O:21]. Product: [F:31][C:28]([F:29])([F:30])[C:25]1[CH:24]=[CH:23][C:22]([C:2]([C:3]2[CH:4]=[N:5][CH:6]=[CH:7][C:8]=2[CH2:9][CH2:10][N:11]2[C:12](=[O:21])[C:13]3[C:18](=[CH:17][CH:16]=[CH:15][CH:14]=3)[C:19]2=[O:20])=[O:1])=[CH:27][CH:26]=1. The catalyst class is: 177. (3) Reactant: [C:1]([O:5][C:6](=[O:35])[NH:7][C@H:8]1[CH2:13][CH2:12][C@H:11]([CH2:14][NH:15][C:16]2[C:21]([N+:22]([O-:24])=[O:23])=[CH:20][N:19]=[C:18]([NH:25][CH2:26][C:27]3[CH:32]=[CH:31][CH:30]=[C:29](Br)[C:28]=3[CH3:34])[N:17]=2)[CH2:10][CH2:9]1)([CH3:4])([CH3:3])[CH3:2].Cl.[NH2:37][CH2:38][C:39]1[CH:40]=[C:41](B(O)O)[CH:42]=[CH:43][CH:44]=1.C(=O)([O-])[O-].[Na+].[Na+].C(COC)OC. Product: [C:1]([O:5][C:6](=[O:35])[NH:7][C@H:8]1[CH2:13][CH2:12][C@H:11]([CH2:14][NH:15][C:16]2[C:21]([N+:22]([O-:24])=[O:23])=[CH:20][N:19]=[C:18]([NH:25][CH2:26][C:27]3[C:28]([CH3:34])=[C:29]([C:43]4[CH:42]=[CH:41][CH:40]=[C:39]([CH2:38][NH2:37])[CH:44]=4)[CH:30]=[CH:31][CH:32]=3)[N:17]=2)[CH2:10][CH2:9]1)([CH3:4])([CH3:3])[CH3:2]. The catalyst class is: 103. (4) Product: [Br:7][C:8]1[CH:21]=[CH:20][CH:19]=[C:18]2[C:9]=1[O:10][C:11]1[CH:12]=[CH:13][C:14]([CH2:23][OH:24])=[CH:15][C:16]=1[CH2:17]2. The catalyst class is: 7. Reactant: B.O1CCCC1.[Br:7][C:8]1[CH:21]=[CH:20][CH:19]=[C:18]2[C:9]=1[O:10][C:11]1[CH:12]=[CH:13][C:14]([C:23](O)=[O:24])=[CH:15][C:16]=1[C:17]2=O.CO. (5) Reactant: [CH2:1]([N:3]1[C:11]2[CH:10]=[C:9]([C:12]([O:14]C)=[O:13])[CH:8]=[C:7]3[N:16]([CH3:26])[S:17](=[O:25])(=[O:24])[C:18]([C:20]([O:22]C)=[O:21])=[CH:19][C:5]([C:6]=23)=[CH:4]1)[CH3:2].[OH-].[Na+]. Product: [CH2:1]([N:3]1[C:11]2[CH:10]=[C:9]([C:12]([OH:14])=[O:13])[CH:8]=[C:7]3[N:16]([CH3:26])[S:17](=[O:24])(=[O:25])[C:18]([C:20]([OH:22])=[O:21])=[CH:19][C:5]([C:6]=23)=[CH:4]1)[CH3:2]. The catalyst class is: 5. (6) Reactant: [CH:1]1([NH:4][C:5]([C:7]2[CH:8]=[CH:9][C:10]([CH3:30])=[C:11]([C:13]3[C:14]([C:27](O)=[O:28])=[CH:15][C:16]([C:19]([NH:21][CH2:22][C:23]([CH3:26])([CH3:25])[CH3:24])=[O:20])=[CH:17][CH:18]=3)[CH:12]=2)=[O:6])[CH2:3][CH2:2]1.CN(C(ON1N=NC2C=CC=CC1=2)=[N+](C)C)C.F[P-](F)(F)(F)(F)F.CCN(CC)CC.[NH2:62][CH2:63][CH2:64][CH2:65][OH:66]. Product: [CH:1]1([NH:4][C:5]([C:7]2[CH:12]=[C:11]([C:13]3[C:14]([C:27]([NH:62][CH2:63][CH2:64][CH2:65][OH:66])=[O:28])=[CH:15][C:16]([C:19]([NH:21][CH2:22][C:23]([CH3:26])([CH3:24])[CH3:25])=[O:20])=[CH:17][CH:18]=3)[C:10]([CH3:30])=[CH:9][CH:8]=2)=[O:6])[CH2:3][CH2:2]1. The catalyst class is: 3. (7) Reactant: [CH2:1]([O:8][C:9]1[CH:10]=[CH:11][C:12]2[C:16](Br)=[C:15]([Br:18])[S:14](=[O:19])[C:13]=2[CH:20]=1)[C:2]1[CH:7]=[CH:6][CH:5]=[CH:4][CH:3]=1.[N:21]1([CH2:27][CH2:28][O:29][C:30]2[CH:35]=[CH:34][C:33]([OH:36])=[CH:32][CH:31]=2)[CH2:26][CH2:25][CH2:24][CH2:23][CH2:22]1.CC(C)([O-])C.[K+]. Product: [CH2:1]([O:8][C:9]1[CH:10]=[CH:11][C:12]2[C:16]([O:36][C:33]3[CH:32]=[CH:31][C:30]([O:29][CH2:28][CH2:27][N:21]4[CH2:26][CH2:25][CH2:24][CH2:23][CH2:22]4)=[CH:35][CH:34]=3)=[C:15]([Br:18])[SH2:14](=[O:19])[C:13]=2[CH:20]=1)[C:2]1[CH:7]=[CH:6][CH:5]=[CH:4][CH:3]=1. The catalyst class is: 1. (8) Reactant: [F:1][C:2]1[CH:7]=[C:6]([C:8]([F:11])([F:10])[F:9])[CH:5]=[CH:4][C:3]=1[C:12]1[C:21]2[CH2:20][CH2:19][CH2:18][CH:17]([CH2:22][C:23](OCC)=[O:24])[C:16]=2[CH:15]=[N:14][CH:13]=1.[H-].C([Al+]CC(C)C)C(C)C. Product: [F:1][C:2]1[CH:7]=[C:6]([C:8]([F:10])([F:9])[F:11])[CH:5]=[CH:4][C:3]=1[C:12]1[C:21]2[CH2:20][CH2:19][CH2:18][CH:17]([CH2:22][CH2:23][OH:24])[C:16]=2[CH:15]=[N:14][CH:13]=1. The catalyst class is: 1. (9) Product: [OH:45][C@H:42]1[CH2:43][CH2:44][N:40]([C:3]2[N:2]([CH3:1])[C:7](=[O:8])[C:6]3[C:9]([C:30]4[CH:35]=[CH:34][CH:33]=[CH:32][CH:31]=4)=[C:10]([C:12]4[CH:13]=[CH:14][C:15]([C:18]5([NH:22][C:23](=[O:29])[O:24][C:25]([CH3:28])([CH3:27])[CH3:26])[CH2:19][CH2:20][CH2:21]5)=[CH:16][CH:17]=4)[O:11][C:5]=3[N:4]=2)[CH2:41]1. Reactant: [CH3:1][N:2]1[C:7](=[O:8])[C:6]2[C:9]([C:30]3[CH:35]=[CH:34][CH:33]=[CH:32][CH:31]=3)=[C:10]([C:12]3[CH:17]=[CH:16][C:15]([C:18]4([NH:22][C:23](=[O:29])[O:24][C:25]([CH3:28])([CH3:27])[CH3:26])[CH2:21][CH2:20][CH2:19]4)=[CH:14][CH:13]=3)[O:11][C:5]=2[N:4]=[C:3]1S(C)(=O)=O.[NH:40]1[CH2:44][CH2:43][C@H:42]([OH:45])[CH2:41]1. The catalyst class is: 18.